Dataset: Forward reaction prediction with 1.9M reactions from USPTO patents (1976-2016). Task: Predict the product of the given reaction. Given the reactants [C:1]([O:5][C:6]([N:8]1[CH2:13][CH2:12][O:11][CH:10]([C:14]([OH:16])=O)[CH2:9]1)=[O:7])([CH3:4])([CH3:3])[CH3:2].[CH2:17]([NH:19][CH2:20][CH3:21])[CH3:18].C(N=C=NCCCN(C)C)C, predict the reaction product. The product is: [CH2:17]([N:19]([CH2:20][CH3:21])[C:14]([CH:10]1[O:11][CH2:12][CH2:13][N:8]([C:6]([O:5][C:1]([CH3:2])([CH3:3])[CH3:4])=[O:7])[CH2:9]1)=[O:16])[CH3:18].